The task is: Predict the reaction yield, written as a fraction of the theoretical maximum amount of product (1.0 means a 100% yield; for example, 0.34 means a 34% yield).. This data is from Reaction yield outcomes from USPTO patents with 853,638 reactions. (1) The reactants are Br[C:2]1[CH:11]=[C:10]([O:12][C:13]([F:16])([F:15])[F:14])[C:5]2[N:6]=[C:7]([NH2:9])[S:8][C:4]=2[CH:3]=1.C(N(CC)CC)C. The catalyst is [Pd].C(O)C. The product is [F:16][C:13]([F:14])([F:15])[O:12][C:10]1[C:5]2[N:6]=[C:7]([NH2:9])[S:8][C:4]=2[CH:3]=[CH:2][CH:11]=1. The yield is 0.730. (2) The reactants are [F:1][C:2]1[CH:7]=[CH:6][C:5]([S:8]([NH:11][C@@H:12]([CH2:17][OH:18])[C:13]([O:15][CH3:16])=[O:14])(=[O:10])=[O:9])=[CH:4][CH:3]=1.[C:19]([O-])([O-])=O.[K+].[K+].IC. The catalyst is CN(C=O)C. The product is [F:1][C:2]1[CH:3]=[CH:4][C:5]([S:8]([N:11]([CH3:19])[C@@H:12]([CH2:17][OH:18])[C:13]([O:15][CH3:16])=[O:14])(=[O:9])=[O:10])=[CH:6][CH:7]=1. The yield is 1.00. (3) The reactants are [H-].[Na+].[CH3:3][O:4][C:5]1[CH:10]=[CH:9][C:8]([CH2:11][OH:12])=[CH:7][CH:6]=1.[Br:13][C:14]1[CH:19]=[CH:18][C:17]([CH2:20]Br)=[C:16]([F:22])[CH:15]=1.C(=O)([O-])O.[Na+]. The catalyst is CN(C=O)C. The product is [Br:13][C:14]1[CH:19]=[CH:18][C:17]([CH2:20][O:12][CH2:11][C:8]2[CH:9]=[CH:10][C:5]([O:4][CH3:3])=[CH:6][CH:7]=2)=[C:16]([F:22])[CH:15]=1. The yield is 0.910. (4) The reactants are [SH:1][CH:2]([CH3:10])[C:3]([NH:5][CH2:6][C:7]([OH:9])=[O:8])=[O:4].Br[CH2:12][C:13](=[O:19])[C:14]([O:16][CH2:17][CH3:18])=[O:15]. The catalyst is C(#N)C. The product is [CH2:17]([O:16][C:14](=[O:15])[C:13]([OH:19])=[CH:12][S:1][CH:2]([C:3](=[O:4])[NH:5][CH2:6][C:7]([OH:9])=[O:8])[CH3:10])[CH3:18]. The yield is 0.533. (5) The reactants are N1C=CC=CC=1.[F:7][C:8]([F:21])([F:20])[S:9]([O:12]S(C(F)(F)F)(=O)=O)(=[O:11])=[O:10].O[C:23]1[CH:28]=[CH:27][C:26]([CH2:29][C:30]([O:32][CH3:33])=[O:31])=[CH:25][C:24]=1[O:34][CH3:35].O. The catalyst is CN(C)C1C=CN=CC=1.C(Cl)Cl. The product is [CH3:35][O:34][C:24]1[CH:25]=[C:26]([CH2:29][C:30]([O:32][CH3:33])=[O:31])[CH:27]=[CH:28][C:23]=1[O:12][S:9]([C:8]([F:21])([F:20])[F:7])(=[O:11])=[O:10]. The yield is 0.990. (6) The reactants are Cl[C:2]1[C:11]2[C:6](=[CH:7][CH:8]=[C:9](OC(F)(F)F)[CH:10]=2)[N:5]=[C:4]([N:17]2[CH2:23][C:22]3[CH:24]=[CH:25][CH:26]=[CH:27][C:21]=3[S:20](=O)(=O)[CH2:19][CH2:18]2)[CH:3]=1.[CH2:30]([Li])CCC.[CH:35]([CH:37]1[CH2:42][CH2:41][N:40]([C:43]([O:45][C:46]([CH3:49])([CH3:48])[CH3:47])=[O:44])[CH2:39][CH2:38]1)=[O:36]. The catalyst is O1CCCC1.[Cl-].[NH4+]. The product is [S:20]1[C:21]2[CH:27]=[CH:26][CH:25]=[CH:24][C:22]=2[CH2:23][N:17]([C:4]2[CH:3]=[C:2]([CH:35]([OH:36])[CH:37]3[CH2:42][CH2:41][N:40]([C:43]([O:45][C:46]([CH3:49])([CH3:48])[CH3:47])=[O:44])[CH2:39][CH2:38]3)[C:11]3[C:6](=[CH:7][CH:8]=[C:9]([CH3:30])[CH:10]=3)[N:5]=2)[CH2:18][CH2:19]1. The yield is 0.700. (7) The reactants are [CH:1]1[C:10]2[C:5](=[CH:6][CH:7]=[CH:8][CH:9]=2)[CH:4]=[CH:3][C:2]=1[OH:11].Br[CH2:13][C:14]([OH:16])=[O:15]. The catalyst is CC(CC)=O. The product is [CH:1]1[C:10]2[C:5](=[CH:6][CH:7]=[CH:8][CH:9]=2)[CH:4]=[CH:3][C:2]=1[O:11][CH2:13][C:14]([OH:16])=[O:15]. The yield is 0.720.